Dataset: Full USPTO retrosynthesis dataset with 1.9M reactions from patents (1976-2016). Task: Predict the reactants needed to synthesize the given product. (1) Given the product [C:1]([O:5][C:6](=[O:21])[NH:7][CH2:8][C:9]1[C:10]([N:27]2[CH2:26][CH2:25][NH:24][C:23](=[O:22])[CH2:28]2)=[N:11][C:12]2[C:17]([CH:18]=1)=[CH:16][CH:15]=[CH:14][C:13]=2[CH3:19])([CH3:4])([CH3:3])[CH3:2], predict the reactants needed to synthesize it. The reactants are: [C:1]([O:5][C:6](=[O:21])[NH:7][CH2:8][C:9]1[C:10](Cl)=[N:11][C:12]2[C:17]([CH:18]=1)=[CH:16][CH:15]=[CH:14][C:13]=2[CH3:19])([CH3:4])([CH3:3])[CH3:2].[O:22]=[C:23]1[CH2:28][NH:27][CH2:26][CH2:25][NH:24]1.CN1C(=O)CCC1.CCN(C(C)C)C(C)C. (2) Given the product [NH2:4]/[C:3](/[C:2]([Cl:6])([Cl:5])[Cl:1])=[C:11](/[C:12]#[N:13])\[C:10]([O:9][CH2:7][CH3:8])=[O:14], predict the reactants needed to synthesize it. The reactants are: [Cl:1][C:2]([Cl:6])([Cl:5])[C:3]#[N:4].[CH2:7]([O:9][C:10](=[O:14])[CH2:11][C:12]#[N:13])[CH3:8]. (3) Given the product [CH2:28]([O:31][C:32]1[N:33]=[CH:34][C:35]([NH:38][C:13](=[O:15])[C@@H:12]([C:4]2[CH:5]=[CH:6][C:7]([S:8]([CH3:11])(=[O:9])=[O:10])=[C:2]([Cl:1])[CH:3]=2)[CH2:16][CH:17]2[CH2:21][CH2:20][CH2:19][CH2:18]2)=[N:36][CH:37]=1)[CH:29]=[CH2:30], predict the reactants needed to synthesize it. The reactants are: [Cl:1][C:2]1[CH:3]=[C:4]([C@@H:12]([CH2:16][CH:17]2[CH2:21][CH2:20][CH2:19][CH2:18]2)[C:13]([OH:15])=O)[CH:5]=[CH:6][C:7]=1[S:8]([CH3:11])(=[O:10])=[O:9].C(Cl)(=O)C(Cl)=O.[CH2:28]([O:31][C:32]1[N:33]=[CH:34][C:35]([NH2:38])=[N:36][CH:37]=1)[CH:29]=[CH2:30].N1C=CC=CC=1. (4) Given the product [N:14]1[CH:13]=[CH:12][C:11]([NH:10][C:6]2[CH:7]=[CH:8][CH:9]=[C:4]([NH2:1])[CH:5]=2)=[CH:16][CH:15]=1, predict the reactants needed to synthesize it. The reactants are: [N+:1]([C:4]1[CH:5]=[C:6]([NH:10][C:11]2[CH:16]=[CH:15][N:14]=[CH:13][CH:12]=2)[CH:7]=[CH:8][CH:9]=1)([O-])=O. (5) Given the product [F:28][C:19]([F:18])([F:29])[S:20][C:21]1[CH:22]=[C:23]([NH:24][C:11]([C:10]2[CH:14]=[CH:15][CH:16]=[CH:17][C:9]=2[NH:8][C:6](=[O:7])[O:5][C:1]([CH3:2])([CH3:3])[CH3:4])=[O:13])[CH:25]=[CH:26][CH:27]=1, predict the reactants needed to synthesize it. The reactants are: [C:1]([O:5][C:6]([NH:8][C:9]1[CH:17]=[CH:16][CH:15]=[CH:14][C:10]=1[C:11]([OH:13])=O)=[O:7])([CH3:4])([CH3:3])[CH3:2].[F:18][C:19]([F:29])([F:28])[S:20][C:21]1[CH:22]=[C:23]([CH:25]=[CH:26][CH:27]=1)[NH2:24].CN(C(ON1N=NC2C=CC=NC1=2)=[N+](C)C)C.F[P-](F)(F)(F)(F)F.CCN(C(C)C)C(C)C. (6) Given the product [C:6]([O:9][C:10]1[CH:19]=[C:18]2[C:13]([C:14]([Cl:3])=[N:15][CH:16]=[N:17]2)=[C:12]([O:21][CH:22]([CH3:24])[CH3:23])[CH:11]=1)(=[O:8])[CH3:7], predict the reactants needed to synthesize it. The reactants are: P(Cl)(Cl)([Cl:3])=O.[C:6]([O:9][C:10]1[CH:19]=[C:18]2[C:13]([C:14](=O)[NH:15][CH:16]=[N:17]2)=[C:12]([O:21][CH:22]([CH3:24])[CH3:23])[CH:11]=1)(=[O:8])[CH3:7].C(N(C(C)C)CC)(C)C. (7) Given the product [CH3:14][O:13][C:4]1[C:5]([O:9][CH2:10][O:11][CH3:12])=[C:6]([B:24]2[O:28][C:27]([CH3:30])([CH3:29])[C:26]([CH3:32])([CH3:31])[O:25]2)[CH:7]=[CH:8][C:3]=1[O:2][CH3:1], predict the reactants needed to synthesize it. The reactants are: [CH3:1][O:2][C:3]1[CH:8]=[CH:7][CH:6]=[C:5]([O:9][CH2:10][O:11][CH3:12])[C:4]=1[O:13][CH3:14].C([Li])CCC.C(O[B:24]1[O:28][C:27]([CH3:30])([CH3:29])[C:26]([CH3:32])([CH3:31])[O:25]1)(C)C. (8) Given the product [NH2:1][C:4]1[CH:5]=[N:6][S:7][C:8]=1[O:9][CH2:10][CH:11]1[CH2:12][CH2:13][N:14]([C:17]([O:19][C:20]([CH3:23])([CH3:22])[CH3:21])=[O:18])[CH2:15][CH2:16]1, predict the reactants needed to synthesize it. The reactants are: [N+:1]([C:4]1[CH:5]=[N:6][S:7][C:8]=1[O:9][CH2:10][CH:11]1[CH2:16][CH2:15][N:14]([C:17]([O:19][C:20]([CH3:23])([CH3:22])[CH3:21])=[O:18])[CH2:13][CH2:12]1)([O-])=O.CO.